From a dataset of Catalyst prediction with 721,799 reactions and 888 catalyst types from USPTO. Predict which catalyst facilitates the given reaction. (1) Reactant: Br[C:2]1[CH:3]=[CH:4][C:5]([O:17][CH2:18][C:19]2[CH:24]=[CH:23][C:22]([F:25])=[C:21]([F:26])[CH:20]=2)=[C:6]([CH:16]=1)[C:7]([NH:9][C:10]1[CH:15]=[CH:14][N:13]=[N:12][CH:11]=1)=[O:8].[CH3:27][N:28]1[CH:32]=[C:31](B2OC(C)(C)C(C)(C)O2)[CH:30]=[N:29]1.C(=O)([O-])[O-].[Na+].[Na+]. Product: [F:26][C:21]1[CH:20]=[C:19]([CH2:18][O:17][C:5]2[CH:4]=[CH:3][C:2]([C:31]3[CH:30]=[N:29][N:28]([CH3:27])[CH:32]=3)=[CH:16][C:6]=2[C:7]([NH:9][C:10]2[CH:15]=[CH:14][N:13]=[N:12][CH:11]=2)=[O:8])[CH:24]=[CH:23][C:22]=1[F:25]. The catalyst class is: 57. (2) Reactant: [CH2:1]([O:8][C:9]1[CH:13]=[C:12]([C:14](OC)=[O:15])[N:11]([C:18]2[CH:23]=[CH:22][CH:21]=[CH:20][CH:19]=2)[N:10]=1)[C:2]1[CH:7]=[CH:6][CH:5]=[CH:4][CH:3]=1.[H-].[Al+3].[Li+].[H-].[H-].[H-].O.O.O.O.O.O.O.O.O.O.[O-]S([O-])(=O)=O.[Na+].[Na+]. Product: [CH2:1]([O:8][C:9]1[CH:13]=[C:12]([CH2:14][OH:15])[N:11]([C:18]2[CH:23]=[CH:22][CH:21]=[CH:20][CH:19]=2)[N:10]=1)[C:2]1[CH:3]=[CH:4][CH:5]=[CH:6][CH:7]=1. The catalyst class is: 7.